Task: Predict the reaction yield, written as a fraction of the theoretical maximum amount of product (1.0 means a 100% yield; for example, 0.34 means a 34% yield).. Dataset: Reaction yield outcomes from USPTO patents with 853,638 reactions (1) The reactants are [CH2:1]([O:3][C:4]1[CH:12]=[C:11]([N+:13]([O-])=O)[CH:10]=[CH:9][C:5]=1[C:6]([OH:8])=[O:7])[CH3:2].[Cl-].[NH4+]. The catalyst is C(O)C.[Fe]. The product is [NH2:13][C:11]1[CH:10]=[CH:9][C:5]([C:6]([OH:8])=[O:7])=[C:4]([O:3][CH2:1][CH3:2])[CH:12]=1. The yield is 0.730. (2) The reactants are [C:1]([CH:5]1[CH2:10][CH2:9][CH:8]([O:11][C:12]2[CH:13]=[C:14]3[C:19](=[CH:20][CH:21]=2)[CH:18]=[C:17]([CH2:22][CH2:23][OH:24])[CH:16]=[CH:15]3)[CH2:7][CH2:6]1)([CH3:4])([CH3:3])[CH3:2].CC(OI1(OC(C)=O)(OC(C)=O)OC(=O)C2C=CC=CC1=2)=O. The catalyst is C(Cl)Cl. The product is [C:1]([CH:5]1[CH2:10][CH2:9][CH:8]([O:11][C:12]2[CH:13]=[C:14]3[C:19](=[CH:20][CH:21]=2)[CH:18]=[C:17]([CH2:22][CH:23]=[O:24])[CH:16]=[CH:15]3)[CH2:7][CH2:6]1)([CH3:4])([CH3:2])[CH3:3]. The yield is 0.700. (3) The reactants are [Si](O[CH:19]1[CH2:22][N:21]([C:23]2[S:24][CH:25]=[C:26]([C:28]([O:30]CC)=O)[N:27]=2)[CH2:20]1)(C(C)(C)C)(C1C=CC=CC=1)C1C=CC=CC=1.[Si:33]([O:50][CH2:51][CH:52]([NH2:72])[CH2:53][O:54][Si:55]([C:68]([CH3:71])([CH3:70])[CH3:69])([C:62]1[CH:67]=[CH:66][CH:65]=[CH:64][CH:63]=1)[C:56]1[CH:61]=[CH:60][CH:59]=[CH:58][CH:57]=1)([C:46]([CH3:49])([CH3:48])[CH3:47])([C:40]1[CH:45]=[CH:44][CH:43]=[CH:42][CH:41]=1)[C:34]1[CH:39]=[CH:38][CH:37]=[CH:36][CH:35]=1.C[Al](C)C.[C:77]([OH:80])(=O)[CH3:78].C([O:84][CH2:85][CH3:86])(=O)C. The catalyst is C1C=CC=CC=1. The product is [C:46]([CH:19]1[CH:20]([O:84][C:85]2[CH:86]=[CH:39][CH:34]=[CH:35][CH:36]=2)[N:21]([C:23]2[S:24][CH:25]=[C:26]([C:28](=[O:30])[NH:72][CH:52]([CH2:53][O:54][Si:55]([C:68]([CH3:71])([CH3:70])[CH3:69])([C:62]3[CH:63]=[CH:64][CH:65]=[CH:66][CH:67]=3)[C:56]3[CH:57]=[CH:58][CH:59]=[CH:60][CH:61]=3)[CH2:51][O:50][Si:33]([C:46]([CH3:47])([CH3:48])[CH3:49])([C:40]3[CH:45]=[CH:44][CH:43]=[CH:42][CH:41]=3)[C:34]3[CH:35]=[CH:36][CH:37]=[CH:38][CH:39]=3)[N:27]=2)[CH:22]1[O:80][C:77]1[CH:78]=[CH:45][CH:40]=[CH:41][CH:42]=1)([CH3:49])([CH3:47])[CH3:48]. The yield is 0.750.